The task is: Predict the product of the given reaction.. This data is from Forward reaction prediction with 1.9M reactions from USPTO patents (1976-2016). (1) The product is: [Cl:21][C:16]1[CH:15]=[C:14]([C:10]2([O:13][CH3:25])[CH2:11][CH2:12][N:8]([C:6]([O:5][C:1]([CH3:4])([CH3:2])[CH3:3])=[O:7])[CH2:9]2)[CH:19]=[CH:18][C:17]=1[F:20]. Given the reactants [C:1]([O:5][C:6]([N:8]1[CH2:12][CH2:11][C:10]([C:14]2[CH:19]=[CH:18][C:17]([F:20])=[C:16]([Cl:21])[CH:15]=2)([OH:13])[CH2:9]1)=[O:7])([CH3:4])([CH3:3])[CH3:2].[H-].[Na+].I[CH3:25], predict the reaction product. (2) The product is: [C:1]([O:5][C:6]([NH:8][CH2:9][C:10]1[C:11]([C:45]2[CH:50]=[CH:49][C:48]([CH3:51])=[CH:47][CH:46]=2)=[C:12]([CH2:22][C:23]([O:25][CH2:26][C:27]2[CH:28]=[CH:29][C:30]([C:31]([OH:33])=[O:32])=[CH:43][CH:44]=2)=[O:24])[C:13]([CH3:21])=[N:14][C:15]=1[CH2:16][C:17]([CH3:18])([CH3:19])[CH3:20])=[O:7])([CH3:2])([CH3:3])[CH3:4]. Given the reactants [C:1]([O:5][C:6]([NH:8][CH2:9][C:10]1[C:11]([C:45]2[CH:50]=[CH:49][C:48]([CH3:51])=[CH:47][CH:46]=2)=[C:12]([CH2:22][C:23]([O:25][CH2:26][C:27]2[CH:44]=[CH:43][C:30]([C:31]([O:33]CC(=O)C3C=CC=CC=3)=[O:32])=[CH:29][CH:28]=2)=[O:24])[C:13]([CH3:21])=[N:14][C:15]=1[CH2:16][C:17]([CH3:20])([CH3:19])[CH3:18])=[O:7])([CH3:4])([CH3:3])[CH3:2].C(O)(=O)C, predict the reaction product. (3) Given the reactants [Cl:1][C:2]1[CH:24]=[CH:23][CH:22]=[CH:21][C:3]=1[CH2:4][N:5]1[C:9]2[CH:10]=[CH:11][CH:12]=[CH:13][C:8]=2[N:7]([CH:14]2[CH2:19][CH2:18][NH:17][CH2:16][CH2:15]2)[C:6]1=[NH:20].[Cl:25][C:26]1[CH:27]=[CH:28][C:29]([N+:58]([O-:60])=[O:59])=[C:30](N2CCC(N3C4C=CC=CC=4N(CC4C=CC=C5C=4C=CN5)C3=N)CC2)[CH:31]=1, predict the reaction product. The product is: [Cl:1][C:2]1[CH:24]=[CH:23][CH:22]=[CH:21][C:3]=1[CH2:4][N:5]1[C:9]2[CH:10]=[CH:11][CH:12]=[CH:13][C:8]=2[N:7]([CH:14]2[CH2:15][CH2:16][N:17]([C:28]3[CH:27]=[C:26]([Cl:25])[CH:31]=[CH:30][C:29]=3[N+:58]([O-:60])=[O:59])[CH2:18][CH2:19]2)[C:6]1=[NH:20]. (4) Given the reactants C([Si](C)(C)[O:6][CH2:7][CH2:8][C:9]1[CH:14]=[CH:13][CH:12]=[C:11]([CH:15]2[CH2:18][O:17][CH2:16]2)[CH:10]=1)(C)(C)C.[F-].C([N+](CCCC)(CCCC)CCCC)CCC.C([O-])(O)=O.[Na+], predict the reaction product. The product is: [O:17]1[CH2:18][CH:15]([C:11]2[CH:10]=[C:9]([CH2:8][CH2:7][OH:6])[CH:14]=[CH:13][CH:12]=2)[CH2:16]1.